From a dataset of Full USPTO retrosynthesis dataset with 1.9M reactions from patents (1976-2016). Predict the reactants needed to synthesize the given product. (1) Given the product [N:1]1([CH2:7][CH2:8][N:9]2[C:10](=[O:19])[C:11]3[C:12](=[CH:15][CH:16]=[CH:17][CH:18]=3)[C:13]2=[O:14])[CH:5]=[CH:4][N:3]=[N:2]1, predict the reactants needed to synthesize it. The reactants are: [NH:1]1[CH:5]=[CH:4][N:3]=[N:2]1.Br[CH2:7][CH2:8][N:9]1[C:13](=[O:14])[C:12]2=[CH:15][CH:16]=[CH:17][CH:18]=[C:11]2[C:10]1=[O:19].C(=O)([O-])[O-].[Cs+].[Cs+]. (2) The reactants are: C[N:2](C)/[CH:3]=[CH:4]/[C:5]([C:7]1[C:12](=[O:13])[CH:11]=[CH:10][N:9]([C:14]2[CH:19]=[CH:18][CH:17]=[C:16]([O:20][C:21]([F:24])([F:23])[F:22])[CH:15]=2)[N:8]=1)=O.[N:26]1[CH:31]=[CH:30][CH:29]=[CH:28][C:27]=1[NH:32]N. Given the product [N:26]1[CH:31]=[CH:30][CH:29]=[CH:28][C:27]=1[N:32]1[C:5]([C:7]2[C:12](=[O:13])[CH:11]=[CH:10][N:9]([C:14]3[CH:19]=[CH:18][CH:17]=[C:16]([O:20][C:21]([F:24])([F:23])[F:22])[CH:15]=3)[N:8]=2)=[CH:4][CH:3]=[N:2]1, predict the reactants needed to synthesize it. (3) Given the product [CH3:1][O:2][C:3]1[N:4]=[C:5]2[C:14](=[CH:15][CH:16]=1)[N:13]=[CH:12][C:11]1[NH:10][CH2:9][CH:8]([C@H:17]3[CH2:22][CH2:21][C@H:20]([NH:23][C:35]([C:32]4[CH:33]=[CH:34][C:28]5[S:27][CH2:26][C:25](=[O:24])[NH:30][C:29]=5[CH:31]=4)=[O:36])[CH2:19][CH2:18]3)[O:7][C:6]2=1, predict the reactants needed to synthesize it. The reactants are: [CH3:1][O:2][C:3]1[N:4]=[C:5]2[C:14](=[CH:15][CH:16]=1)[N:13]=[CH:12][C:11]1[NH:10][CH2:9][CH:8]([C@H:17]3[CH2:22][CH2:21][C@H:20]([NH2:23])[CH2:19][CH2:18]3)[O:7][C:6]2=1.[O:24]=[C:25]1[NH:30][C:29]2[CH:31]=[C:32]([C:35](O)=[O:36])[CH:33]=[CH:34][C:28]=2[S:27][CH2:26]1. (4) Given the product [Cl:1][C:2]1[CH:3]=[CH:4][C:5]([N:11]2[CH:15]=[N:14][N:13]=[N:12]2)=[C:6]([CH:10]=1)[C:7]#[N:9], predict the reactants needed to synthesize it. The reactants are: [Cl:1][C:2]1[CH:3]=[CH:4][C:5]([N:11]2[CH:15]=[N:14][N:13]=[N:12]2)=[C:6]([CH:10]=1)[C:7]([NH2:9])=O.[OH-].COC(NS([NH3+])(=O)=O)=O.O. (5) Given the product [CH:1]([N:4]1[CH2:5][CH2:6][CH:7]([S:10]([C:11]2[CH:12]=[CH:13][C:14]3[O:23][CH2:22][CH2:21][N:20]4[CH:19]=[C:18]([C:24]5[CH:29]=[C:28]([CH3:30])[CH:27]=[CH:26][N:25]=5)[N:17]=[C:16]4[C:15]=3[CH:31]=2)=[O:33])[CH2:8][CH2:9]1)([CH3:3])[CH3:2], predict the reactants needed to synthesize it. The reactants are: [CH:1]([N:4]1[CH2:9][CH2:8][CH:7]([S:10][C:11]2[CH:12]=[CH:13][C:14]3[O:23][CH2:22][CH2:21][N:20]4[C:16](=[N:17][C:18]([C:24]5[CH:29]=[C:28]([CH3:30])[CH:27]=[CH:26][N:25]=5)=[CH:19]4)[C:15]=3[CH:31]=2)[CH2:6][CH2:5]1)([CH3:3])[CH3:2].C(O)(C(F)(F)F)=[O:33].C1C=C(Cl)C=C(C(OO)=O)C=1. (6) Given the product [F:21][C:11]1[CH:12]=[N:13][C:14]2[CH:15]=[CH:16][C:17](=[O:20])[N:18]3[C@H:7]([CH2:6][N:22]4[CH2:26][CH2:25][C@H:24]([CH2:27][NH:28][C:29](=[O:35])[O:30][C:31]([CH3:33])([CH3:32])[CH3:34])[CH2:23]4)[CH2:8][O:9][C:10]=1[C:19]=23, predict the reactants needed to synthesize it. The reactants are: CS(O[CH2:6][C@H:7]1[N:18]2[C:19]3[C:10](=[C:11]([F:21])[CH:12]=[N:13][C:14]=3[CH:15]=[CH:16][C:17]2=[O:20])[O:9][CH2:8]1)(=O)=O.[NH:22]1[CH2:26][CH2:25][C@H:24]([CH2:27][NH:28][C:29](=[O:35])[O:30][C:31]([CH3:34])([CH3:33])[CH3:32])[CH2:23]1. (7) Given the product [C:23]1([C:15]([C:17]2[CH:22]=[CH:21][CH:20]=[CH:19][CH:18]=2)=[CH:14][N:6]2[C:7]3[CH:8]=[CH:9][C:10]([CH3:13])=[CH:11][C:12]=3[C:4]3[CH2:3][N:2]([CH3:1])[CH2:30][CH2:29][C:5]2=3)[CH:24]=[CH:25][CH:26]=[CH:27][CH:28]=1, predict the reactants needed to synthesize it. The reactants are: [CH3:1][N:2]1[CH2:30][CH2:29][C:5]2[N:6]([CH2:14][C:15]([C:23]3[CH:28]=[CH:27][CH:26]=[CH:25][CH:24]=3)([C:17]3[CH:22]=[CH:21][CH:20]=[CH:19][CH:18]=3)O)[C:7]3[CH:8]=[CH:9][C:10]([CH3:13])=[CH:11][C:12]=3[C:4]=2[CH2:3]1.S(Cl)(Cl)=O.[OH-].[Na+].